Dataset: Full USPTO retrosynthesis dataset with 1.9M reactions from patents (1976-2016). Task: Predict the reactants needed to synthesize the given product. Given the product [C:5]([C:25]1[CH:24]=[CH:23][C:19](/[CH:20]=[CH:21]/[C:33]([NH:11][C:7]2[CH:6]=[C:5]3[C:10](=[CH:9][CH:8]=2)[N:2]([CH3:1])[CH2:3][CH2:4]3)=[O:34])=[CH:18][CH:17]=1)([CH3:10])([CH3:6])[CH3:4], predict the reactants needed to synthesize it. The reactants are: [CH3:1][N:2]1[C:10]2[C:5](=[CH:6][C:7]([N+:11]([O-])=O)=[CH:8][CH:9]=2)[CH2:4][CH2:3]1.[N+]([C:17]1[CH:18]=[C:19]2[C:23](=[CH:24][CH:25]=1)N[CH2:21][CH2:20]2)([O-])=O.IC.[OH-].[Na+].CN([CH:33]=[O:34])C.